From a dataset of Forward reaction prediction with 1.9M reactions from USPTO patents (1976-2016). Predict the product of the given reaction. Given the reactants [Br:1][C:2]1[CH:3]=[C:4]2[C:9](=[CH:10][CH:11]=1)[N:8](C(=O)C(F)(F)F)[C@@H:7]([CH3:18])[CH2:6][NH:5]2.Cl[C:20]1[O:21][C:22]2[CH:28]=[CH:27][CH:26]=[CH:25][C:23]=2[N:24]=1.C1(P(C2C=CC=CC=2)C2C3OC4C(=CC=CC=4P(C4C=CC=CC=4)C4C=CC=CC=4)C(C)(C)C=3C=CC=2)C=CC=CC=1.C(=O)([O-])[O-].[Cs+].[Cs+], predict the reaction product. The product is: [Br:1][C:2]1[CH:3]=[C:4]2[C:9]([NH:8][C@@H:7]([CH3:18])[CH2:6][N:5]2[C:20]2[O:21][C:22]3[CH:28]=[CH:27][CH:26]=[CH:25][C:23]=3[N:24]=2)=[CH:10][CH:11]=1.